Dataset: Full USPTO retrosynthesis dataset with 1.9M reactions from patents (1976-2016). Task: Predict the reactants needed to synthesize the given product. The reactants are: N[C:2]1[CH:3]=[C:4]([Br:8])[CH:5]=[N:6][CH:7]=1.N(OCCC(C)C)=O.[CH3:17][CH:18]([OH:20])[CH3:19]. Given the product [CH:18]([O:20][C:2]1[CH:3]=[C:4]([Br:8])[CH:5]=[N:6][CH:7]=1)([CH3:19])[CH3:17], predict the reactants needed to synthesize it.